This data is from Full USPTO retrosynthesis dataset with 1.9M reactions from patents (1976-2016). The task is: Predict the reactants needed to synthesize the given product. (1) Given the product [N:22]1([CH2:29][CH2:30][O:31][C:32]2[CH:40]=[CH:39][C:35]([CH2:36][N:56]([CH2:55][CH3:54])[C:57]3[CH:62]=[CH:61][CH:60]=[CH:59][C:58]=3[CH:63]3[CH2:69][CH2:68][CH2:67][C:66]4[CH:70]=[C:71]([O:74][CH3:75])[CH:72]=[CH:73][C:65]=4[CH2:64]3)=[CH:34][CH:33]=2)[CH2:28][CH2:27][CH2:26][CH2:25][CH2:24][CH2:23]1, predict the reactants needed to synthesize it. The reactants are: COC1C=CC2CC(C3C=CC=CC=3N)CCCC=2C=1.Cl.[N:22]1([CH2:29][CH2:30][O:31][C:32]2[CH:40]=[CH:39][C:35]([C:36](O)=O)=[CH:34][CH:33]=2)[CH2:28][CH2:27][CH2:26][CH2:25][CH2:24][CH2:23]1.N1(CCOC2C=C[C:54]([CH2:55][NH:56][C:57]3[CH:62]=[CH:61][CH:60]=[CH:59][C:58]=3[CH:63]3[CH2:69][CH2:68][CH2:67][C:66]4[CH:70]=[C:71]([O:74][CH3:75])[CH:72]=[CH:73][C:65]=4[CH2:64]3)=CC=2)CCCCCC1. (2) Given the product [OH:29][CH:30]([CH2:32][O:33][C:34]1[CH:43]=[CH:42][CH:41]=[C:40]2[C:35]=1[CH:36]=[CH:37][CH:38]=[N:39]2)[CH2:31][N:1]1[CH2:6][CH2:5][CH:4]([NH:7][C:8](=[O:28])[CH:9]([CH2:19][CH2:20][CH2:21][C:22]2[CH:27]=[CH:26][CH:25]=[CH:24][CH:23]=2)[CH2:10][CH2:11][CH2:12][C:13]2[CH:14]=[CH:15][CH:16]=[CH:17][CH:18]=2)[CH2:3][CH2:2]1, predict the reactants needed to synthesize it. The reactants are: [NH:1]1[CH2:6][CH2:5][CH:4]([NH:7][C:8](=[O:28])[CH:9]([CH2:19][CH2:20][CH2:21][C:22]2[CH:27]=[CH:26][CH:25]=[CH:24][CH:23]=2)[CH2:10][CH2:11][CH2:12][C:13]2[CH:18]=[CH:17][CH:16]=[CH:15][CH:14]=2)[CH2:3][CH2:2]1.[O:29]1[CH2:31][C@@H:30]1[CH2:32][O:33][C:34]1[CH:43]=[CH:42][CH:41]=[C:40]2[C:35]=1[CH:36]=[CH:37][CH:38]=[N:39]2. (3) Given the product [CH3:1][O:2][C:3](=[O:22])[C:4]1[C:9]([N+:10]([O-:12])=[O:11])=[CH:8][CH:7]=[C:6]([O:13][Si:14]([C:17]([CH3:18])([CH3:19])[CH3:20])([CH3:15])[CH3:16])[C:5]=1[CH2:21][Br:23], predict the reactants needed to synthesize it. The reactants are: [CH3:1][O:2][C:3](=[O:22])[C:4]1[C:9]([N+:10]([O-:12])=[O:11])=[CH:8][CH:7]=[C:6]([O:13][Si:14]([C:17]([CH3:20])([CH3:19])[CH3:18])([CH3:16])[CH3:15])[C:5]=1[CH3:21].[Br:23]N1C(=O)CCC1=O. (4) The reactants are: [CH3:1][O:2][C:3]([C@@H:5]1[CH2:32][C@@H:31]2[CH2:33][N:6]1[C:7](=[O:40])[C@H:8]([C:36]([CH3:39])([CH3:38])[CH3:37])[NH:9][C:10](=[O:35])[O:11][C@@H:12]1[CH2:34][C@H:13]1[CH2:14][CH2:15][CH2:16][CH2:17][CH2:18][C:19]1[C:20]([O:30]2)=[N:21][C:22]2[CH:23]=[CH:24][CH:25]=[CH:26][C:27]=2[C:28]=1[OH:29])=[O:4].[CH3:41][N:42]1[CH2:47][CH2:46][CH:45](O)[CH2:44][CH2:43]1. Given the product [CH3:1][O:2][C:3]([C@@H:5]1[CH2:32][C@@H:31]2[CH2:33][N:6]1[C:7](=[O:40])[C@H:8]([C:36]([CH3:37])([CH3:39])[CH3:38])[NH:9][C:10](=[O:35])[O:11][C@@H:12]1[CH2:34][C@H:13]1[CH2:14][CH2:15][CH2:16][CH2:17][CH2:18][C:19]1[C:20]([O:30]2)=[N:21][C:22]2[CH:23]=[CH:24][CH:25]=[CH:26][C:27]=2[C:28]=1[O:29][CH:45]1[CH2:46][CH2:47][N:42]([CH3:41])[CH2:43][CH2:44]1)=[O:4], predict the reactants needed to synthesize it. (5) Given the product [C:1]([C:5]1[N:9]([CH2:10][CH:11]2[CH2:16][CH2:15][O:14][CH2:13][CH2:12]2)[C:8]2[CH:17]=[CH:18][C:19]([S:21]([NH:29][CH:25]3[CH2:28][CH2:27][CH2:26]3)(=[O:23])=[O:22])=[CH:20][C:7]=2[N:6]=1)([CH3:4])([CH3:3])[CH3:2], predict the reactants needed to synthesize it. The reactants are: [C:1]([C:5]1[N:9]([CH2:10][CH:11]2[CH2:16][CH2:15][O:14][CH2:13][CH2:12]2)[C:8]2[CH:17]=[CH:18][C:19]([S:21](Cl)(=[O:23])=[O:22])=[CH:20][C:7]=2[N:6]=1)([CH3:4])([CH3:3])[CH3:2].[CH:25]1([NH2:29])[CH2:28][CH2:27][CH2:26]1. (6) Given the product [OH2:21].[ClH:50].[ClH:13].[C:14]([N:22]1[CH2:27][CH2:26][CH2:25][C:24]([C:44]2[CH:49]=[CH:48][C:47]([Cl:50])=[C:46]([Cl:51])[CH:45]=2)([CH2:28][CH2:29][CH2:30][N:10]2[CH2:11][CH2:12][CH:7]([N:1]3[CH2:6][CH2:5][CH2:4][CH2:3][CH2:2]3)[CH2:8][CH2:9]2)[CH2:23]1)(=[O:21])[C:15]1[CH:16]=[CH:17][CH:18]=[CH:19][CH:20]=1.[C:14]([N:22]1[CH2:27][CH2:26][CH2:25][C:24]([CH2:28][CH2:29][CH2:30][N:31]2[CH2:32][CH2:33][CH:34]([N:1]3[CH2:6][CH2:5][CH2:4][CH2:3][CH2:2]3)[CH2:35][CH2:36]2)([C:44]2[CH:49]=[CH:48][C:47]([Cl:50])=[C:46]([Cl:51])[CH:45]=2)[CH2:23]1)(=[O:21])[C:15]1[CH:20]=[CH:19][CH:18]=[CH:17][CH:16]=1.[ClH:50].[ClH:50], predict the reactants needed to synthesize it. The reactants are: [N:1]1([CH:7]2[CH2:12][CH2:11][NH:10][CH2:9][CH2:8]2)[CH2:6][CH2:5][CH2:4][CH2:3][CH2:2]1.[ClH:13].[C:14]([N:22]1[CH2:27][CH2:26][CH2:25][C:24]([C:44]2[CH:49]=[CH:48][C:47]([Cl:50])=[C:46]([Cl:51])[CH:45]=2)([CH2:28][CH2:29][CH2:30][N:31]2[CH2:36][CH2:35][CH:34](C(N3CCCC3)=O)[CH2:33][CH2:32]2)[CH2:23]1)(=[O:21])[C:15]1[CH:20]=[CH:19][CH:18]=[CH:17][CH:16]=1.C([O-])([O-])=O.[K+].[K+].O.